From a dataset of Catalyst prediction with 721,799 reactions and 888 catalyst types from USPTO. Predict which catalyst facilitates the given reaction. (1) Reactant: [OH:1][CH:2]=[C:3]1[CH2:8][CH2:7][CH2:6][CH:5]([CH3:9])[C:4]1=[O:10].C(=O)([O-])[O-].[K+].[K+].I[CH:18]([CH3:20])[CH3:19]. Product: [CH:18]([O:1][CH:2]=[C:3]1[CH2:8][CH2:7][CH2:6][CH:5]([CH3:9])[C:4]1=[O:10])([CH3:20])[CH3:19]. The catalyst class is: 21. (2) Reactant: [OH:1][C:2]1[CH:3]=[CH:4][C:5]([N+:10]([O-:12])=[O:11])=[C:6]([CH:9]=1)[CH:7]=[O:8].C(=O)([O-])[O-].[K+].[K+].Cl.Cl[CH2:21][C:22]1[CH:27]=[CH:26][CH:25]=[CH:24][N:23]=1. Product: [N+:10]([C:5]1[CH:4]=[CH:3][C:2]([O:1][CH2:21][C:22]2[CH:27]=[CH:26][CH:25]=[CH:24][N:23]=2)=[CH:9][C:6]=1[CH:7]=[O:8])([O-:12])=[O:11]. The catalyst class is: 3. (3) Reactant: C(OC([N:8]1[CH2:13][CH2:12][C:11]([NH:16][C:17](=[O:25])[C:18]2[CH:23]=[CH:22][C:21]([Cl:24])=[CH:20][CH:19]=2)([C:14]#[N:15])[CH2:10][CH2:9]1)=O)(C)(C)C. Product: [ClH:24].[Cl:24][C:21]1[CH:22]=[CH:23][C:18]([C:17]([NH:16][C:11]2([C:14]#[N:15])[CH2:10][CH2:9][NH:8][CH2:13][CH2:12]2)=[O:25])=[CH:19][CH:20]=1. The catalyst class is: 89. (4) Reactant: [Si:1]([O:8][CH:9]1[C:13]2([CH2:15][CH2:14]2)[C:12](=[O:16])[NH:11][C@H:10]1[CH3:17])([C:4]([CH3:7])([CH3:6])[CH3:5])([CH3:3])[CH3:2].Br[C:19]1[CH:26]=[CH:25][C:22]([C:23]#[N:24])=[C:21]([O:27][CH3:28])[CH:20]=1.C(=O)([O-])[O-].[Cs+].[Cs+].C1(P(C2C=CC=CC=2)C2C3OC4C(=CC=CC=4P(C4C=CC=CC=4)C4C=CC=CC=4)C(C)(C)C=3C=CC=2)C=CC=CC=1. Product: [Si:1]([O:8][C@@H:9]1[C:13]2([CH2:14][CH2:15]2)[C:12](=[O:16])[N:11]([C:19]2[CH:26]=[CH:25][C:22]([C:23]#[N:24])=[C:21]([O:27][CH3:28])[CH:20]=2)[C@H:10]1[CH3:17])([C:4]([CH3:7])([CH3:6])[CH3:5])([CH3:3])[CH3:2]. The catalyst class is: 110. (5) Reactant: [O:1]1[CH2:6][CH2:5][CH:4]([CH2:7][OH:8])[CH2:3][CH2:2]1.CC([O-])(C)C.[K+].C(OC([N:22]1[CH2:27][CH2:26][CH:25]([C:28]2[C:37]3[C:32](=[CH:33][C:34](F)=[CH:35][CH:36]=3)[N:31]=[CH:30][N:29]=2)[CH2:24][CH2:23]1)=O)(C)(C)C. Product: [NH:22]1[CH2:23][CH2:24][CH:25]([C:28]2[C:37]3[C:32](=[CH:33][C:34]([O:8][CH2:7][CH:4]4[CH2:5][CH2:6][O:1][CH2:2][CH2:3]4)=[CH:35][CH:36]=3)[N:31]=[CH:30][N:29]=2)[CH2:26][CH2:27]1. The catalyst class is: 58. (6) Reactant: [CH2:1]([N:5]1[C:10]([O:11][C:12]2[CH:17]=[C:16]([CH3:18])[CH:15]=[C:14]([CH3:19])[CH:13]=2)=[C:9]([CH:20]([CH3:22])[CH3:21])[C:8](=[O:23])[NH:7][C:6]1=[O:24])[C:2]#[C:3][CH3:4]. Product: [CH2:1]([N:5]1[C:10]([O:11][C:12]2[CH:13]=[C:14]([CH3:19])[CH:15]=[C:16]([CH3:18])[CH:17]=2)=[C:9]([CH:20]([CH3:21])[CH3:22])[C:8](=[O:23])[NH:7][C:6]1=[O:24])[CH:2]=[CH:3][CH3:4]. The catalyst class is: 19.